From a dataset of Forward reaction prediction with 1.9M reactions from USPTO patents (1976-2016). Predict the product of the given reaction. (1) Given the reactants C(O)CCCCCCCO.BrCC1C=CC(C2C=CC=CC=2)=CC=1.[C:25]1([C:42]2[CH:47]=[CH:46][CH:45]=[CH:44][CH:43]=2)[CH:30]=[CH:29][C:28]([CH2:31][O:32][CH2:33][CH2:34][CH2:35][CH2:36][CH2:37][CH2:38][CH2:39][CH2:40][OH:41])=[CH:27][CH:26]=1.C1(C2C=CC=CC=2)C=CC(COCCCCCCCC(O)=O)=CC=1.Cl.Cl.[CH2:74]([O:81][C:82](=[O:90])[CH2:83][C@@H:84]([NH2:89])[CH2:85][N:86]([CH3:88])[CH3:87])[C:75]1[CH:80]=[CH:79][CH:78]=[CH:77][CH:76]=1, predict the reaction product. The product is: [CH2:74]([O:81][C:82](=[O:90])[CH2:83][C@@H:84]([NH:89][C:40](=[O:41])[CH2:39][CH2:38][CH2:37][CH2:36][CH2:35][CH2:34][CH2:33][O:32][CH2:31][C:28]1[CH:27]=[CH:26][C:25]([C:42]2[CH:43]=[CH:44][CH:45]=[CH:46][CH:47]=2)=[CH:30][CH:29]=1)[CH2:85][N:86]([CH3:87])[CH3:88])[C:75]1[CH:80]=[CH:79][CH:78]=[CH:77][CH:76]=1. (2) Given the reactants [CH:1]1([N:6]2[CH2:12][CH:11]([CH2:13][CH2:14][CH3:15])[C:10](=[O:16])[N:9]([CH3:17])[C:8]3[CH:18]=[N:19][C:20]([NH:22][C:23]4[CH:31]=[CH:30][C:26]([C:27](O)=[O:28])=[CH:25][C:24]=4[O:32][CH3:33])=[N:21][C:7]2=3)[CH2:5][CH2:4][CH2:3][CH2:2]1.F[P-](F)(F)(F)(F)F.CN(C(N(C)C)=[N+]1C2C(=NC=CC=2)[N+]([O-])=N1)C.C(N(C(C)C)C(C)C)C.[NH2:67][CH:68]1[CH2:73][CH2:72][N:71]([CH3:74])[CH2:70][CH2:69]1, predict the reaction product. The product is: [CH:1]1([N:6]2[CH2:12][CH:11]([CH2:13][CH2:14][CH3:15])[C:10](=[O:16])[N:9]([CH3:17])[C:8]3[CH:18]=[N:19][C:20]([NH:22][C:23]4[CH:31]=[CH:30][C:26]([C:27]([NH:67][CH:68]5[CH2:73][CH2:72][N:71]([CH3:74])[CH2:70][CH2:69]5)=[O:28])=[CH:25][C:24]=4[O:32][CH3:33])=[N:21][C:7]2=3)[CH2:2][CH2:3][CH2:4][CH2:5]1. (3) Given the reactants [Br:1][C:2]1[CH:7]=[CH:6][C:5]([N:8]2[CH2:13][CH2:12][C:11](=[O:14])[CH2:10][CH2:9]2)=[CH:4][CH:3]=1.[BH4-].[Na+], predict the reaction product. The product is: [Br:1][C:2]1[CH:7]=[CH:6][C:5]([N:8]2[CH2:9][CH2:10][CH:11]([OH:14])[CH2:12][CH2:13]2)=[CH:4][CH:3]=1.